Task: Predict the product of the given reaction.. Dataset: Forward reaction prediction with 1.9M reactions from USPTO patents (1976-2016) (1) The product is: [ClH:1].[CH:39]1([CH2:43][N:19]2[CH2:18][CH2:17][C@:15]34[C:16]5[C:3]6[O:2][C@H:14]3[C:13](=[O:20])[CH2:12][CH2:11][C@@:10]4([O:21][CH2:22][CH2:23][CH2:24][C:25]3[CH:26]=[CH:27][CH:28]=[CH:29][CH:30]=3)[C@H:9]2[CH2:8][C:7]=5[CH:6]=[CH:5][C:4]=6[O:31][CH3:32])[CH2:42][CH2:41][CH2:40]1. Given the reactants [ClH:1].[O:2]1[C@@H:14]2[C@@:15]34[CH2:17][CH2:18][NH:19][C@@H:9]([C@:10]3([O:21][CH2:22][CH2:23][CH2:24][C:25]3[CH:30]=[CH:29][CH:28]=[CH:27][CH:26]=3)[CH2:11][CH2:12][C:13]2=[O:20])[CH2:8][C:7]2=[C:16]4[C:3]1=[C:4]([O:31][CH3:32])[CH:5]=[CH:6]2.C(=O)([O-])[O-].[K+].[K+].[CH:39]1([CH2:43]Br)[CH2:42][CH2:41][CH2:40]1, predict the reaction product. (2) The product is: [C:9]([CH:8]([C:5]1[CH:6]=[CH:7][C:2]([F:1])=[CH:3][CH:4]=1)[C:11]([O:12][CH2:13][CH3:14])=[O:15])#[N:10]. Given the reactants [F:1][C:2]1[CH:7]=[CH:6][C:5]([CH2:8][C:9]#[N:10])=[CH:4][CH:3]=1.[C:11](=O)([O:15]CC)[O:12][CH2:13][CH3:14].[O-]CC.[Na+], predict the reaction product. (3) Given the reactants F[C:2]1[CH:9]=[CH:8][C:7]([CH:10]=[O:11])=[CH:6][C:3]=1[C:4]#[N:5].[F:12][C:13]([F:22])([F:21])[C:14]1[N:19]=[CH:18][C:17]([OH:20])=[CH:16][CH:15]=1, predict the reaction product. The product is: [CH:10]([C:7]1[CH:8]=[CH:9][C:2]([O:20][C:17]2[CH:18]=[N:19][C:14]([C:13]([F:22])([F:12])[F:21])=[CH:15][CH:16]=2)=[C:3]([CH:6]=1)[C:4]#[N:5])=[O:11]. (4) Given the reactants [Cl:1][C:2]1[CH:7]=[CH:6][C:5]([S:8](Cl)(=[O:10])=[O:9])=[CH:4][C:3]=1[N+:12]([O-:14])=[O:13].C(N(CC)CC)C.[CH3:22][NH:23][C:24]1[CH:29]=[CH:28][CH:27]=[CH:26][CH:25]=1, predict the reaction product. The product is: [Cl:1][C:2]1[CH:7]=[CH:6][C:5]([S:8]([N:23]([CH3:22])[C:24]2[CH:29]=[CH:28][CH:27]=[CH:26][CH:25]=2)(=[O:10])=[O:9])=[CH:4][C:3]=1[N+:12]([O-:14])=[O:13].